This data is from Reaction yield outcomes from USPTO patents with 853,638 reactions. The task is: Predict the reaction yield, written as a fraction of the theoretical maximum amount of product (1.0 means a 100% yield; for example, 0.34 means a 34% yield). The reactants are [Cl:1][C:2]1[CH:7]=[CH:6][N:5]=[C:4]2[CH:8]=[CH:9][S:10][C:3]=12.[Li]CCCC.[CH3:16][S:17]SC. The catalyst is C1COCC1. The product is [Cl:1][C:2]1[CH:7]=[CH:6][N:5]=[C:4]2[CH:8]=[C:9]([S:17][CH3:16])[S:10][C:3]=12. The yield is 0.940.